Dataset: Forward reaction prediction with 1.9M reactions from USPTO patents (1976-2016). Task: Predict the product of the given reaction. (1) Given the reactants [Cl:1][C:2]1[CH:3]=[C:4]([O:25][CH2:26][C:27]([O:29]CC)=[O:28])[CH:5]=[CH:6][C:7]=1[C:8]1[N:12]=[C:11]([C:13]2[CH:18]=[CH:17][C:16]([O:19][CH:20]([CH3:22])[CH3:21])=[C:15]([C:23]#[N:24])[CH:14]=2)[O:10][N:9]=1.[OH-].[Na+], predict the reaction product. The product is: [Cl:1][C:2]1[CH:3]=[C:4]([O:25][CH2:26][C:27]([OH:29])=[O:28])[CH:5]=[CH:6][C:7]=1[C:8]1[N:12]=[C:11]([C:13]2[CH:18]=[CH:17][C:16]([O:19][CH:20]([CH3:22])[CH3:21])=[C:15]([C:23]#[N:24])[CH:14]=2)[O:10][N:9]=1. (2) Given the reactants [NH2:1][C:2]1[CH:7]=[CH:6][C:5]([C:8]2[S:9][C:10]3[CH:16]=[C:15]([CH3:17])[CH:14]=[CH:13][C:11]=3[N:12]=2)=[CH:4][CH:3]=1.[C:18]1([CH3:28])[CH:23]=[CH:22][C:21]([S:24](Cl)(=[O:26])=[O:25])=[CH:20][CH:19]=1.O, predict the reaction product. The product is: [CH3:17][C:15]1[CH:14]=[CH:13][C:11]2[N:12]=[C:8]([C:5]3[CH:4]=[CH:3][C:2]([NH:1][S:24]([C:21]4[CH:22]=[CH:23][C:18]([CH3:28])=[CH:19][CH:20]=4)(=[O:26])=[O:25])=[CH:7][CH:6]=3)[S:9][C:10]=2[CH:16]=1. (3) Given the reactants [OH:1][CH2:2][C:3]1[S:4][C:5]([C:14]([F:17])([F:16])[F:15])=[C:6]([C:8]2[CH:13]=[CH:12][CH:11]=[CH:10][CH:9]=2)[CH:7]=1.O[C:19]1[CH:26]=[CH:25][C:22]([CH:23]=[O:24])=[CH:21][CH:20]=1.CCOC(/N=N/C(OCC)=O)=O, predict the reaction product. The product is: [C:8]1([C:6]2[CH:7]=[C:3]([CH2:2][O:1][C:19]3[CH:26]=[CH:25][C:22]([CH:23]=[O:24])=[CH:21][CH:20]=3)[S:4][C:5]=2[C:14]([F:17])([F:15])[F:16])[CH:13]=[CH:12][CH:11]=[CH:10][CH:9]=1. (4) Given the reactants [CH3:1][C:2]1[CH:7]=[CH:6][CH:5]=[C:4]([CH3:8])[C:3]=1[OH:9].N12CCN(CC1)CC2.[C:18]([O:22]CC)(=[O:21])[C:19]#[CH:20].CCCCCC, predict the reaction product. The product is: [CH3:1][C:2]1[CH:7]=[CH:6][CH:5]=[C:4]([CH3:8])[C:3]=1[O:9]/[CH:20]=[CH:19]/[C:18]([OH:22])=[O:21]. (5) Given the reactants [CH3:1][C:2]1[CH:7]=[C:6]([C:8]2[CH:13]=[CH:12][C:11]([C:14]([F:17])([F:16])[F:15])=[CH:10][CH:9]=2)[C:5]([C:18](Cl)=[O:19])=[CH:4][CH:3]=1.[NH2:21][C:22]1[CH:27]=[CH:26][C:25]([C:28](=[O:37])[CH2:29][CH2:30][C:31]2[CH:36]=[CH:35][CH:34]=[CH:33][N:32]=2)=[CH:24][CH:23]=1.C(N(CC)CC)C.C(OCC)(=O)C, predict the reaction product. The product is: [CH3:1][C:2]1[CH:7]=[C:6]([C:8]2[CH:13]=[CH:12][C:11]([C:14]([F:17])([F:16])[F:15])=[CH:10][CH:9]=2)[C:5]([C:18]([NH:21][C:22]2[CH:23]=[CH:24][C:25]([C:28](=[O:37])[CH2:29][CH2:30][C:31]3[CH:36]=[CH:35][CH:34]=[CH:33][N:32]=3)=[CH:26][CH:27]=2)=[O:19])=[CH:4][CH:3]=1. (6) Given the reactants Cl.[Cl:2][C:3]1[CH:4]=[C:5]2[C:9](=[CH:10][CH:11]=1)[NH:8][CH:7]=[C:6]2[CH2:12][CH2:13][NH2:14].C1CN([P+](ON2N=NC3C=CC=CC2=3)(N2CCCC2)N2CCCC2)CC1.F[P-](F)(F)(F)(F)F.C(N(CC)C(C)C)(C)C.[C:57]([C:60]1[CH:65]=[CH:64][C:63]([N:66]2[CH2:70][CH2:69][CH:68]([C:71](O)=[O:72])[C:67]2=[O:74])=[CH:62][CH:61]=1)(=[O:59])[CH3:58], predict the reaction product. The product is: [C:57]([C:60]1[CH:65]=[CH:64][C:63]([N:66]2[CH2:70][CH2:69][CH:68]([C:71]([NH:14][CH2:13][CH2:12][C:6]3[C:5]4[C:9](=[CH:10][CH:11]=[C:3]([Cl:2])[CH:4]=4)[NH:8][CH:7]=3)=[O:72])[C:67]2=[O:74])=[CH:62][CH:61]=1)(=[O:59])[CH3:58].